This data is from Full USPTO retrosynthesis dataset with 1.9M reactions from patents (1976-2016). The task is: Predict the reactants needed to synthesize the given product. Given the product [Cl:7][C:8]1[CH:9]=[C:10]([CH2:15][C:16]([N:18]2[CH:27]3[CH:22]([CH2:23][CH2:24][CH2:25][CH:26]3[N:28]3[CH2:32][CH2:31][CH2:30][CH2:29]3)[N:5]([CH3:4])[CH2:20][CH2:19]2)=[O:17])[CH:11]=[CH:12][C:13]=1[Cl:14], predict the reactants needed to synthesize it. The reactants are: C=O.[BH3-][C:4]#[N:5].[Na+].[Cl:7][C:8]1[CH:9]=[C:10]([CH2:15][C:16]([N:18]2[CH:27]3[CH:22]([CH2:23][CH2:24][CH2:25][CH:26]3[N:28]3[CH2:32][CH2:31][CH2:30][CH2:29]3)N[CH2:20][CH2:19]2)=[O:17])[CH:11]=[CH:12][C:13]=1[Cl:14].C([O-])([O-])=O.[Na+].[Na+].